This data is from Forward reaction prediction with 1.9M reactions from USPTO patents (1976-2016). The task is: Predict the product of the given reaction. (1) Given the reactants Br[C:2]1[CH:3]=[CH:4][C:5]([N+:8]([O-:10])=[O:9])=[N:6][CH:7]=1.[CH3:11][C@H:12]1[CH2:17][NH:16][CH2:15][CH2:14][N:13]1[C:18]([O:20][C:21]([CH3:24])([CH3:23])[CH3:22])=[O:19], predict the reaction product. The product is: [CH3:11][C@H:12]1[CH2:17][N:16]([C:2]2[CH:7]=[N:6][C:5]([N+:8]([O-:10])=[O:9])=[CH:4][CH:3]=2)[CH2:15][CH2:14][N:13]1[C:18]([O:20][C:21]([CH3:22])([CH3:24])[CH3:23])=[O:19]. (2) Given the reactants [NH2:1][C@H:2]1[CH2:7][CH2:6][C@H:5]([N:8]([CH2:32][CH3:33])[C:9]2[C:24]3[CH2:23][CH:22]=[CH:21][CH2:20][CH2:19][C:18]4[CH:25]=[C:26]([CH3:30])[NH:27][C:28](=[O:29])[C:17]=4[CH2:16][NH:15][C:14](=[O:31])[C:13]=3[CH:12]=[CH:11][CH:10]=2)[CH2:4][CH2:3]1.FC(F)(F)S(O[CH2:40][CH:41]([F:43])[F:42])(=O)=O.[BH-](OC(C)=O)(OC(C)=O)O[C:48](C)=O.[Na+].C=O.CC(O)=O, predict the reaction product. The product is: [F:42][CH:41]([F:43])[CH2:40][N:1]([CH3:48])[C@H:2]1[CH2:7][CH2:6][C@H:5]([N:8]([CH2:32][CH3:33])[C:9]2[C:24]3[CH2:23][CH:22]=[CH:21][CH2:20][CH2:19][C:18]4[CH:25]=[C:26]([CH3:30])[NH:27][C:28](=[O:29])[C:17]=4[CH2:16][NH:15][C:14](=[O:31])[C:13]=3[CH:12]=[CH:11][CH:10]=2)[CH2:4][CH2:3]1. (3) Given the reactants [Br:1][C:2]1[CH:8]=[CH:7][C:5]([NH2:6])=[C:4]([N+:9]([O-])=O)[CH:3]=1, predict the reaction product. The product is: [Br:1][C:2]1[CH:3]=[C:4]([NH2:9])[C:5]([NH2:6])=[CH:7][CH:8]=1. (4) The product is: [Cl:39][C:38]1[CH:37]=[CH:36][C:35]([CH2:40][C:41]([CH3:50])([CH3:49])[C:42]([O:44][C:45]([CH3:47])([CH3:46])[CH3:48])=[O:43])=[CH:34][C:33]=1[NH:32][C:9](=[O:11])[C@H:8]([C:5]1[CH:4]=[CH:3][C:2]([Cl:1])=[CH:7][CH:6]=1)[C@@H:12]([CH3:17])[C:13]([F:16])([F:15])[F:14]. Given the reactants [Cl:1][C:2]1[CH:7]=[CH:6][C:5]([C@H:8]([C@@H:12]([CH3:17])[C:13]([F:16])([F:15])[F:14])[C:9]([OH:11])=O)=[CH:4][CH:3]=1.ClC(N(C)C)=C(C)C.N1C=CC=CC=1.[NH2:32][C:33]1[CH:34]=[C:35]([CH2:40][C:41]([CH3:50])([CH3:49])[C:42]([O:44][C:45]([CH3:48])([CH3:47])[CH3:46])=[O:43])[CH:36]=[CH:37][C:38]=1[Cl:39], predict the reaction product.